From a dataset of TCR-epitope binding with 47,182 pairs between 192 epitopes and 23,139 TCRs. Binary Classification. Given a T-cell receptor sequence (or CDR3 region) and an epitope sequence, predict whether binding occurs between them. (1) The epitope is KMKDLSPRW. The TCR CDR3 sequence is CASSHGPGTEAFF. Result: 1 (the TCR binds to the epitope). (2) The epitope is ELAGIGILTV. The TCR CDR3 sequence is CASSLFRGPNEQYF. Result: 1 (the TCR binds to the epitope). (3) The epitope is EHPTFTSQYRIQGKL. The TCR CDR3 sequence is CASSPLAGPETYEQYF. Result: 0 (the TCR does not bind to the epitope). (4) The epitope is VSFIEFVGW. The TCR CDR3 sequence is CASSFLAGGPPADTQYF. Result: 1 (the TCR binds to the epitope). (5) The epitope is SSNVANYQK. The TCR CDR3 sequence is CASSSLSDNEQFF. Result: 0 (the TCR does not bind to the epitope). (6) The epitope is IPSINVHHY. The TCR CDR3 sequence is CAIGLAGAYEQYF. Result: 0 (the TCR does not bind to the epitope). (7) The epitope is FADDLNQLTGY. The TCR CDR3 sequence is CASSRVQQGTGELFF. Result: 1 (the TCR binds to the epitope). (8) The epitope is KRWIILGLNK. The TCR CDR3 sequence is CASRTGQGAYEQYF. Result: 1 (the TCR binds to the epitope). (9) The epitope is GMFNMLSTVLGVS. The TCR CDR3 sequence is CASSLGAGASYNEQFF. Result: 0 (the TCR does not bind to the epitope).